Task: Predict the product of the given reaction.. Dataset: Forward reaction prediction with 1.9M reactions from USPTO patents (1976-2016) The product is: [Cl:2][C:3]1[CH:4]=[C:5]([N:9]2[CH2:13][CH2:12][C@H:11]([NH:14][C:16]3[N:24]=[CH:23][N:22]=[C:21]4[C:17]=3[N:18]=[CH:19][N:20]4[C@H:25]3[C@H:32]4[C@H:28]([O:29][C:30]([CH3:33])([CH3:34])[O:31]4)[C@@H:27]([CH2:35][F:36])[CH2:26]3)[CH2:10]2)[CH:6]=[CH:7][CH:8]=1. Given the reactants Cl.[Cl:2][C:3]1[CH:4]=[C:5]([N:9]2[CH2:13][CH2:12][C@H:11]([NH2:14])[CH2:10]2)[CH:6]=[CH:7][CH:8]=1.Cl[C:16]1[N:24]=[CH:23][N:22]=[C:21]2[C:17]=1[N:18]=[CH:19][N:20]2[C@H:25]1[C@H:32]2[C@H:28]([O:29][C:30]([CH3:34])([CH3:33])[O:31]2)[C@@H:27]([CH2:35][F:36])[CH2:26]1.CCN(CC)CC, predict the reaction product.